Dataset: Full USPTO retrosynthesis dataset with 1.9M reactions from patents (1976-2016). Task: Predict the reactants needed to synthesize the given product. Given the product [NH:13]1[CH2:18][CH2:17][CH2:16][C@H:15]2[CH2:19][N:20]([C:22]3[C:31]([O:32][CH3:33])=[C:30]4[C:25]([C:26](=[O:60])[C:27]([C:37]([O:39][CH2:40][CH2:41][CH2:42][CH:43]([P:52]([OH:54])([OH:57])=[O:53])[P:44]([OH:46])([OH:49])=[O:45])=[O:38])=[CH:28][N:29]4[CH:34]4[CH2:35][CH2:36]4)=[CH:24][C:23]=3[F:61])[CH2:21][C@@H:14]12, predict the reactants needed to synthesize it. The reactants are: C[Si](Br)(C)C.C(OC([N:13]1[CH2:18][CH2:17][CH2:16][C@H:15]2[CH2:19][N:20]([C:22]3[C:31]([O:32][CH3:33])=[C:30]4[C:25]([C:26](=[O:60])[C:27]([C:37]([O:39][CH2:40][CH2:41][CH2:42][CH:43]([P:52]([O:57]CC)([O:54]CC)=[O:53])[P:44]([O:49]CC)([O:46]CC)=[O:45])=[O:38])=[CH:28][N:29]4[CH:34]4[CH2:36][CH2:35]4)=[CH:24][C:23]=3[F:61])[CH2:21][C@@H:14]12)=O)(C)(C)C.